Predict the reactants needed to synthesize the given product. From a dataset of Full USPTO retrosynthesis dataset with 1.9M reactions from patents (1976-2016). (1) Given the product [Br:1][C:2]1[C:3]([CH2:8][OH:9])=[N:4][CH:5]=[CH:6][CH:7]=1, predict the reactants needed to synthesize it. The reactants are: [Br:1][C:2]1[C:3]([CH:8]=[O:9])=[N:4][CH:5]=[CH:6][CH:7]=1.[BH4-].[Na+]. (2) Given the product [Cl:1][C:2]1[CH:7]=[CH:6][C:5]([NH2:8])=[C:4]([F:12])[C:3]=1[CH2:13][CH3:14], predict the reactants needed to synthesize it. The reactants are: [Cl:1][C:2]1[CH:7]=[CH:6][C:5]([NH:8]C(=O)C)=[C:4]([F:12])[C:3]=1[CH2:13][CH3:14].Cl. (3) The reactants are: [CH3:1][N:2]1[C:6]2[CH:7]=[C:8](B3OC(C)(C)C(C)(C)O3)[CH:9]=[CH:10][C:5]=2[N:4]=[CH:3]1.Br[C:21]1[CH:22]=[C:23]([OH:27])[CH:24]=[CH:25][CH:26]=1.C([O-])([O-])=O.[Cs+].[Cs+]. Given the product [CH3:1][N:2]1[C:6]2[CH:7]=[C:8]([C:21]3[CH:22]=[C:23]([OH:27])[CH:24]=[CH:25][CH:26]=3)[CH:9]=[CH:10][C:5]=2[N:4]=[CH:3]1, predict the reactants needed to synthesize it. (4) Given the product [C:18]([O:17][C:15](=[O:16])[CH:7]([C:8]([O:10][C:11]([CH3:14])([CH3:13])[CH3:12])=[O:9])[CH2:6][CH:5]([CH2:22][S:23][C:24]([C:31]1[CH:36]=[CH:35][CH:34]=[CH:33][CH:32]=1)([C:37]1[CH:38]=[CH:39][CH:40]=[CH:41][CH:42]=1)[C:25]1[CH:26]=[CH:27][CH:28]=[CH:29][CH:30]=1)[C:4]([OH:43])=[O:3])([CH3:20])([CH3:21])[CH3:19], predict the reactants needed to synthesize it. The reactants are: C([O:3][C:4](=[O:43])[CH:5]([CH2:22][S:23][C:24]([C:37]1[CH:42]=[CH:41][CH:40]=[CH:39][CH:38]=1)([C:31]1[CH:36]=[CH:35][CH:34]=[CH:33][CH:32]=1)[C:25]1[CH:30]=[CH:29][CH:28]=[CH:27][CH:26]=1)[CH2:6][CH:7]([C:15]([O:17][C:18]([CH3:21])([CH3:20])[CH3:19])=[O:16])[C:8]([O:10][C:11]([CH3:14])([CH3:13])[CH3:12])=[O:9])C.[OH-].[K+]. (5) The reactants are: [BH-](OC(C)=O)(OC(C)=O)OC(C)=O.[Na+].[N+:15]([C:18]1[CH:25]=[CH:24][C:21]([CH:22]=O)=[CH:20][CH:19]=1)([O-:17])=[O:16].[CH:26]1([NH2:32])[CH2:31][CH2:30][CH2:29][CH2:28][CH2:27]1.[OH-].[Na+]. Given the product [CH:26]1([NH:32][CH2:22][C:21]2[CH:24]=[CH:25][C:18]([N+:15]([O-:17])=[O:16])=[CH:19][CH:20]=2)[CH2:31][CH2:30][CH2:29][CH2:28][CH2:27]1, predict the reactants needed to synthesize it. (6) Given the product [CH3:1][S:2]([C:5]1[CH:6]=[C:7]([C:11]2[S:15][C:14]([C:16]3[N:20]([C:21]4[CH:22]=[C:23]([NH:24][C:37]([NH2:36])=[O:38])[CH:25]=[CH:26][CH:27]=4)[N:19]=[C:18]([C:28]([F:31])([F:29])[F:30])[CH:17]=3)=[CH:13][CH:12]=2)[CH:8]=[CH:9][CH:10]=1)(=[O:4])=[O:3], predict the reactants needed to synthesize it. The reactants are: [CH3:1][S:2]([C:5]1[CH:6]=[C:7]([C:11]2[S:15][C:14]([C:16]3[N:20]([C:21]4[CH:22]=[C:23]([CH:25]=[CH:26][CH:27]=4)[NH2:24])[N:19]=[C:18]([C:28]([F:31])([F:30])[F:29])[CH:17]=3)=[CH:13][CH:12]=2)[CH:8]=[CH:9][CH:10]=1)(=[O:4])=[O:3].C[Si]([N:36]=[C:37]=[O:38])(C)C.C(N(CC)CC)C.[F-].C([N+](CCCC)(CCCC)CCCC)CCC. (7) Given the product [CH3:11][CH:10]([CH3:12])[CH:6]([C:2]1[S:1][CH:5]=[CH:4][CH:3]=1)[C:7]#[N:8], predict the reactants needed to synthesize it. The reactants are: [S:1]1[CH:5]=[CH:4][CH:3]=[C:2]1[CH2:6][C:7]#[N:8].Br[CH:10]([CH3:12])[CH3:11].[OH-].[K+].O. (8) The reactants are: Br[C:2]1[CH:7]=[CH:6][C:5]([C:8]2[O:12][N:11]=[C:10]([CH3:13])[C:9]=2[CH:14]([OH:24])[CH2:15][CH2:16][CH2:17][C:18]2[CH:23]=[CH:22][CH:21]=[CH:20][CH:19]=2)=[CH:4][CH:3]=1.[CH3:25][O:26][C:27](=[O:45])[CH2:28][CH2:29][C:30]1[CH:35]=[CH:34][CH:33]=[CH:32][C:31]=1B1OC(C)(C)C(C)(C)O1. Given the product [CH3:25][O:26][C:27](=[O:45])[CH2:28][CH2:29][C:30]1[CH:31]=[CH:32][CH:33]=[CH:34][C:35]=1[C:2]1[CH:7]=[CH:6][C:5]([C:8]2[O:12][N:11]=[C:10]([CH3:13])[C:9]=2[CH:14]([OH:24])[CH2:15][CH2:16][CH2:17][C:18]2[CH:23]=[CH:22][CH:21]=[CH:20][CH:19]=2)=[CH:4][CH:3]=1, predict the reactants needed to synthesize it.